From a dataset of Full USPTO retrosynthesis dataset with 1.9M reactions from patents (1976-2016). Predict the reactants needed to synthesize the given product. (1) Given the product [C:21]([O:25][C:26]([N:28]1[CH2:32][CH2:31][CH:30]([NH:33][C:10]2[C:11]3[C:17]([O:18][CH3:19])=[CH:16][N:15]=[CH:14][C:12]=3[N:13]=[C:8]([C:6]3[CH:5]=[CH:4][N:3]=[C:2]([Cl:1])[CH:7]=3)[N:9]=2)[CH2:29]1)=[O:27])([CH3:24])([CH3:22])[CH3:23], predict the reactants needed to synthesize it. The reactants are: [Cl:1][C:2]1[CH:7]=[C:6]([C:8]2[N:9]=[C:10](O)[C:11]3[C:17]([O:18][CH3:19])=[CH:16][N:15]=[CH:14][C:12]=3[N:13]=2)[CH:5]=[CH:4][N:3]=1.[C:21]([O:25][C:26]([N:28]1[CH2:32][CH2:31][C@@H:30]([NH2:33])[CH2:29]1)=[O:27])([CH3:24])([CH3:23])[CH3:22].C(OC(N1CCN(C2C3C(C4CC4)=CN=CC=3N=C(C3C=CN=C(Cl)C=3)N=2)CC1)=O)(C)(C)C. (2) Given the product [CH2:1]1[NH:6][C:4](=[O:5])[NH:3][CH2:2]1.[CH2:9]([OH:10])[CH2:7][OH:8].[CH:7]([CH:4]=[O:5])=[O:8], predict the reactants needed to synthesize it. The reactants are: [CH2:1]1[NH:6][C:4](=[O:5])[NH:3][CH2:2]1.[CH:7]([CH:9]=[O:10])=[O:8].